From a dataset of Peptide-MHC class I binding affinity with 185,985 pairs from IEDB/IMGT. Regression. Given a peptide amino acid sequence and an MHC pseudo amino acid sequence, predict their binding affinity value. This is MHC class I binding data. The peptide sequence is ISDPAFKVF. The MHC is HLA-B58:01 with pseudo-sequence HLA-B58:01. The binding affinity (normalized) is 0.734.